From a dataset of Reaction yield outcomes from USPTO patents with 853,638 reactions. Predict the reaction yield, written as a fraction of the theoretical maximum amount of product (1.0 means a 100% yield; for example, 0.34 means a 34% yield). (1) The reactants are Br[CH2:2][C:3]([O:5][CH3:6])=[O:4].C(=O)([O-])[O-].[K+].[K+].[C:13]([O:17][C:18](=[O:33])[NH:19][C:20]1[CH:25]=[CH:24][C:23]([C:26]2[CH:31]=[CH:30][C:29]([OH:32])=[CH:28][CH:27]=2)=[CH:22][CH:21]=1)([CH3:16])([CH3:15])[CH3:14]. The catalyst is C1COCC1. The product is [CH3:6][O:5][C:3](=[O:4])[CH2:2][O:32][C:29]1[CH:28]=[CH:27][C:26]([C:23]2[CH:24]=[CH:25][C:20]([NH:19][C:18]([O:17][C:13]([CH3:16])([CH3:15])[CH3:14])=[O:33])=[CH:21][CH:22]=2)=[CH:31][CH:30]=1. The yield is 0.800. (2) The reactants are [NH:1]1[C:5]2=[N:6][CH:7]=[CH:8][CH:9]=[C:4]2[C:3]([CH:10]=[C:11]2[O:15][C:14]([NH:16][C:17]3[CH:22]=[CH:21][C:20]([F:23])=[CH:19][C:18]=3[F:24])=[C:13]([C:25]([O:27]CC)=[O:26])[C:12]2=[O:30])=[CH:2]1.[OH-].[K+]. The catalyst is C(O)C.O.Cl. The product is [NH:1]1[C:5]2=[N:6][CH:7]=[CH:8][CH:9]=[C:4]2[C:3]([CH:10]=[C:11]2[O:15][C:14]([NH:16][C:17]3[CH:22]=[CH:21][C:20]([F:23])=[CH:19][C:18]=3[F:24])=[C:13]([C:25]([OH:27])=[O:26])[C:12]2=[O:30])=[CH:2]1. The yield is 0.980. (3) The reactants are [C:1]([C:3]1[CH:4]=[CH:5][C:6]2[N:10]=[N:9][NH:8][C:7]=2[CH:11]=1)#[N:2].[OH-].[Na+].[Cl:14][CH:15]([CH3:19])[CH2:16][CH2:17]Br. The catalyst is [Br-].C([N+](CCCC)(CCCC)CCCC)CCC. The product is [Cl:14][CH:15]([CH3:19])[CH2:16][CH2:17][N:8]1[C:7]2[CH:11]=[C:3]([C:1]#[N:2])[CH:4]=[CH:5][C:6]=2[N:10]=[N:9]1. The yield is 0.326. (4) The reactants are Br[C:2]1[CH:7]=[CH:6][C:5]([C:8](=[O:24])[CH2:9][CH:10]([CH2:16][CH2:17][C:18]2[CH:23]=[CH:22][CH:21]=[CH:20][CH:19]=2)[C:11]([O:13][CH2:14][CH3:15])=[O:12])=[CH:4][CH:3]=1.[N+:25]([C:28]1[CH:33]=[CH:32][C:31](B(O)O)=[CH:30][CH:29]=1)([O-:27])=[O:26].C1(C)C=CC=CC=1.C(=O)([O-])[O-].[Na+].[Na+]. The catalyst is C1C=CC(P(C2C=CC=CC=2)[C-]2C=CC=C2)=CC=1.C1C=CC(P(C2C=CC=CC=2)[C-]2C=CC=C2)=CC=1.Cl[Pd]Cl.[Fe+2].O1CCOCC1. The product is [N+:25]([C:28]1[CH:33]=[CH:32][C:31]([C:2]2[CH:7]=[CH:6][C:5]([C:8](=[O:24])[CH2:9][CH:10]([CH2:16][CH2:17][C:18]3[CH:23]=[CH:22][CH:21]=[CH:20][CH:19]=3)[C:11]([O:13][CH2:14][CH3:15])=[O:12])=[CH:4][CH:3]=2)=[CH:30][CH:29]=1)([O-:27])=[O:26]. The yield is 0.750.